From a dataset of Forward reaction prediction with 1.9M reactions from USPTO patents (1976-2016). Predict the product of the given reaction. (1) Given the reactants [C:1]([NH:5][S:6]([C:9]1[C:18]2[C:13](=[CH:14][CH:15]=[CH:16][CH:17]=2)[C:12]([C:19]2[S:23][C:22]([C:24](=[O:31])[NH:25][CH2:26][C:27]([OH:30])([CH3:29])[CH3:28])=[N:21][C:20]=2[C:32]([OH:34])=O)=[CH:11][CH:10]=1)(=[O:8])=[O:7])([CH3:4])([CH3:3])[CH3:2].CN(C(ON1N=N[C:45]2[CH:46]=[CH:47][CH:48]=[N:49][C:44]1=2)=[N+](C)C)C.F[P-](F)(F)(F)(F)F.CCN(C(C)C)C(C)C.N1CCCCC1, predict the reaction product. The product is: [C:1]([NH:5][S:6]([C:9]1[C:18]2[C:13](=[CH:14][CH:15]=[CH:16][CH:17]=2)[C:12]([C:19]2[S:23][C:22]([C:24]([NH:25][CH2:26][C:27]([OH:30])([CH3:28])[CH3:29])=[O:31])=[N:21][C:20]=2[C:32]([N:49]2[CH2:44][CH2:45][CH2:46][CH2:47][CH2:48]2)=[O:34])=[CH:11][CH:10]=1)(=[O:8])=[O:7])([CH3:3])([CH3:2])[CH3:4]. (2) Given the reactants [CH2:1]([O:8][C:9]1[CH:14]=[C:13]([N+:15]([O-])=O)[CH:12]=[CH:11][C:10]=1[C:18]([F:21])([F:20])[F:19])[C:2]1[CH:7]=[CH:6][CH:5]=[CH:4][CH:3]=1.CCOCC.C([O-])([O-])=O.[Na+].[Na+], predict the reaction product. The product is: [CH2:1]([O:8][C:9]1[CH:14]=[C:13]([CH:12]=[CH:11][C:10]=1[C:18]([F:19])([F:20])[F:21])[NH2:15])[C:2]1[CH:3]=[CH:4][CH:5]=[CH:6][CH:7]=1. (3) Given the reactants [Cl:1][C:2]1[CH:3]=[C:4]([C@H:8]2[O:12][C:11](=[O:13])[N:10]([C@H:14]([CH3:30])[CH2:15][C:16]3[C:24]4[C:19](=[C:20]([C:25]([O:27]CC)=[O:26])[CH:21]=[CH:22][CH:23]=4)[NH:18][CH:17]=3)[CH2:9]2)[CH:5]=[CH:6][CH:7]=1.[OH-].[K+].Cl, predict the reaction product. The product is: [Cl:1][C:2]1[CH:3]=[C:4]([C@H:8]2[O:12][C:11](=[O:13])[N:10]([C@H:14]([CH3:30])[CH2:15][C:16]3[C:24]4[C:19](=[C:20]([C:25]([OH:27])=[O:26])[CH:21]=[CH:22][CH:23]=4)[NH:18][CH:17]=3)[CH2:9]2)[CH:5]=[CH:6][CH:7]=1. (4) Given the reactants [F:1][C:2]([F:12])([F:11])[C:3](=[O:10])[CH2:4][C:5]([O:7][CH2:8][CH3:9])=[O:6].[Br:13]Br, predict the reaction product. The product is: [Br:13][CH:4]([C:3](=[O:10])[C:2]([F:11])([F:12])[F:1])[C:5]([O:7][CH2:8][CH3:9])=[O:6]. (5) Given the reactants [CH2:1]([O:8][C:9]1[CH:14]=[CH:13][C:12]([F:15])=[CH:11][C:10]=1[CH:16]1[CH2:19][C:18](=O)[C:17]1(Cl)Cl)[C:2]1[CH:7]=[CH:6][CH:5]=[CH:4][CH:3]=1.C(O)(=[O:25])C, predict the reaction product. The product is: [CH2:1]([O:8][C:9]1[CH:14]=[CH:13][C:12]([F:15])=[CH:11][C:10]=1[CH:16]1[CH2:19][CH2:18][C:17]1=[O:25])[C:2]1[CH:7]=[CH:6][CH:5]=[CH:4][CH:3]=1. (6) Given the reactants [Cl:1][CH2:2][CH2:3][N:4]=[C:5]=[O:6].[CH3:7][C:8]1[CH:13]=[CH:12][N:11]=[CH:10][C:9]=1[NH2:14].CO, predict the reaction product. The product is: [Cl:1][CH2:2][CH2:3][NH:4][C:5]([NH:14][C:9]1[CH:10]=[N:11][CH:12]=[CH:13][C:8]=1[CH3:7])=[O:6]. (7) Given the reactants S(=O)(=O)(O)O.[C:6]1([CH3:16])C=CC(S(O)(=O)=O)=CC=1.[F:17][C:18]1[CH:31]=[CH:30][C:21]([C:22]([CH2:24][CH2:25][CH2:26][C:27]([OH:29])=[O:28])=[O:23])=[CH:20][CH:19]=1.C([O-])(O)=[O:33].[Na+].[OH-].[K+], predict the reaction product. The product is: [F:17][C:18]1[CH:19]=[CH:20][C:21]([C:22]2([CH2:24][CH2:25][CH2:26][C:27]([OH:29])=[O:28])[O:33][CH2:6][CH2:16][O:23]2)=[CH:30][CH:31]=1.